Dataset: Peptide-MHC class I binding affinity with 185,985 pairs from IEDB/IMGT. Task: Regression. Given a peptide amino acid sequence and an MHC pseudo amino acid sequence, predict their binding affinity value. This is MHC class I binding data. (1) The peptide sequence is AQKLATKPV. The MHC is HLA-A25:01 with pseudo-sequence HLA-A25:01. The binding affinity (normalized) is 0.0847. (2) The peptide sequence is FALLNPQKM. The MHC is H-2-Db with pseudo-sequence H-2-Db. The binding affinity (normalized) is 0.750. (3) The peptide sequence is FVRWLHRAL. The MHC is HLA-A32:01 with pseudo-sequence HLA-A32:01. The binding affinity (normalized) is 0.107. (4) The peptide sequence is LTLDIFYLF. The MHC is Mamu-A01 with pseudo-sequence Mamu-A01. The binding affinity (normalized) is 1.00. (5) The peptide sequence is HIGHHYIWIK. The MHC is HLA-A11:01 with pseudo-sequence HLA-A11:01. The binding affinity (normalized) is 0.520.